From a dataset of Forward reaction prediction with 1.9M reactions from USPTO patents (1976-2016). Predict the product of the given reaction. (1) Given the reactants [C:1]([C:3]1[CH:4]=[C:5]2[C:9](=[CH:10][CH:11]=1)[NH:8][C:7](=[O:12])[C@@:6]2([NH:22][C:23]([N:25]1[CH2:44][C:27]2([CH2:30][N:29]([CH:31]3[CH2:36][CH2:35][N:34](C(OC(C)(C)C)=O)[CH2:33][CH2:32]3)[CH2:28]2)[CH2:26]1)=[O:24])[C:13]1[C:14]([O:19][CH2:20][CH3:21])=[N:15][CH:16]=[CH:17][CH:18]=1)#[N:2].[C:45]([OH:51])([C:47]([F:50])([F:49])[F:48])=[O:46], predict the reaction product. The product is: [F:48][C:47]([F:50])([F:49])[C:45]([OH:51])=[O:46].[F:48][C:47]([F:50])([F:49])[C:45]([OH:51])=[O:46].[C:1]([C:3]1[CH:4]=[C:5]2[C:9](=[CH:10][CH:11]=1)[NH:8][C:7](=[O:12])[C@@:6]2([NH:22][C:23]([N:25]1[CH2:44][C:27]2([CH2:30][N:29]([CH:31]3[CH2:32][CH2:33][NH:34][CH2:35][CH2:36]3)[CH2:28]2)[CH2:26]1)=[O:24])[C:13]1[C:14]([O:19][CH2:20][CH3:21])=[N:15][CH:16]=[CH:17][CH:18]=1)#[N:2]. (2) Given the reactants [CH:1]([O:4][C:5]1[CH:10]=[CH:9][C:8]([C:11]2[N:15]=[C:14]([C:16]3[CH:32]=[CH:31][C:19]([O:20][C@H:21]([CH3:30])[CH2:22][CH:23]([CH3:29])[C:24]([O:26]CC)=[O:25])=[CH:18][CH:17]=3)[O:13][N:12]=2)=[CH:7][C:6]=1[C:33]([F:36])([F:35])[F:34])([CH3:3])[CH3:2].[OH-].[Na+].CCCCC, predict the reaction product. The product is: [CH:1]([O:4][C:5]1[CH:10]=[CH:9][C:8]([C:11]2[N:15]=[C:14]([C:16]3[CH:32]=[CH:31][C:19]([O:20][CH:21]([CH3:30])[CH2:22][C@@H:23]([CH3:29])[C:24]([OH:26])=[O:25])=[CH:18][CH:17]=3)[O:13][N:12]=2)=[CH:7][C:6]=1[C:33]([F:34])([F:35])[F:36])([CH3:2])[CH3:3]. (3) Given the reactants [Br:1][C:2]1[C:3]([NH2:10])=[C:4]([NH2:9])[C:5]([Br:8])=[CH:6][CH:7]=1.[C:11]1([C:17](=O)[C:18]([C:20]2[CH:25]=[CH:24][CH:23]=[CH:22][CH:21]=2)=O)[CH:16]=[CH:15][CH:14]=[CH:13][CH:12]=1.C(O)(=O)C.C(=O)(O)[O-].[Na+], predict the reaction product. The product is: [Br:1][C:2]1[CH:7]=[CH:6][C:5]([Br:8])=[C:4]2[C:3]=1[N:10]=[C:17]([C:11]1[CH:16]=[CH:15][CH:14]=[CH:13][CH:12]=1)[C:18]([C:20]1[CH:25]=[CH:24][CH:23]=[CH:22][CH:21]=1)=[N:9]2.